From a dataset of Full USPTO retrosynthesis dataset with 1.9M reactions from patents (1976-2016). Predict the reactants needed to synthesize the given product. Given the product [C:1]([O:5][C:6]([N:8]1[CH2:12][CH2:11][C@H:10]([C:13](=[O:15])[NH:16][C@:17]2([C:22]([NH:24][S:25]([C:28]3[CH:33]=[CH:32][CH:31]=[C:30]([O:34][CH2:35][C:36]4[CH:41]=[CH:40][CH:39]=[CH:38][CH:37]=4)[CH:29]=3)(=[O:27])=[O:26])=[O:23])[CH2:19][C@H:18]2[CH:20]=[CH2:21])[CH2:9]1)=[O:7])([CH3:2])([CH3:3])[CH3:4], predict the reactants needed to synthesize it. The reactants are: [C:1]([O:5][C:6]([N:8]1[CH2:12][CH2:11][C@H:10]([C:13]([OH:15])=O)[CH2:9]1)=[O:7])([CH3:4])([CH3:3])[CH3:2].[NH2:16][C@:17]1([C:22]([NH:24][S:25]([C:28]2[CH:33]=[CH:32][CH:31]=[C:30]([O:34][CH2:35][C:36]3[CH:41]=[CH:40][CH:39]=[CH:38][CH:37]=3)[CH:29]=2)(=[O:27])=[O:26])=[O:23])[CH2:19][C@H:18]1[CH:20]=[CH2:21].CCN(C(C)C)C(C)C.CN(C(ON1N=NC2C=CC=CC1=2)=[N+](C)C)C.[B-](F)(F)(F)F.Cl.